From a dataset of Full USPTO retrosynthesis dataset with 1.9M reactions from patents (1976-2016). Predict the reactants needed to synthesize the given product. (1) Given the product [CH3:17][C:18]1[C:22]([C:23]2[C:38]3[N:30]=[C:29]([NH:31][S:32]([CH:35]([CH3:37])[CH3:36])(=[O:34])=[O:33])[NH:28][C:27]=3[CH:26]=[C:25]([C:6]3[C:2]([CH3:1])=[N:3][O:4][C:5]=3[CH3:16])[CH:24]=2)=[C:21]([CH3:50])[O:20][N:19]=1, predict the reactants needed to synthesize it. The reactants are: [CH3:1][C:2]1[C:6](B2OC(C)(C)C(C)(C)O2)=[C:5]([CH3:16])[O:4][N:3]=1.[CH3:17][C:18]1[C:22]([C:23]2[CH:24]=[C:25](C3C(C)=CC=C4C=3C=CC=N4)[C:26]3[N:30]=[C:29]([NH:31][S:32]([CH:35]([CH3:37])[CH3:36])(=[O:34])=[O:33])[NH:28][C:27]=3[CH:38]=2)=[C:21]([CH3:50])[O:20][N:19]=1. (2) Given the product [Cl:34][C:35]1[CH:61]=[CH:60][C:38]2[N:39]([C:47]([C:49]3[CH:50]=[CH:51][C:52]4[O:57][CH2:56][C:55](=[O:58])[NH:54][C:53]=4[CH:59]=3)=[O:48])[C@@H:40]([CH2:43][C:44]([NH2:4])=[O:46])[CH2:41][O:42][C:37]=2[CH:36]=1, predict the reactants needed to synthesize it. The reactants are: C1C[N:4]([P+](ON2N=NC3C=CC=CC2=3)(N2CCCC2)N2CCCC2)CC1.F[P-](F)(F)(F)(F)F.[Cl:34][C:35]1[CH:61]=[CH:60][C:38]2[N:39]([C:47]([C:49]3[CH:50]=[CH:51][C:52]4[O:57][CH2:56][C:55](=[O:58])[NH:54][C:53]=4[CH:59]=3)=[O:48])[C@@H:40]([CH2:43][C:44]([OH:46])=O)[CH2:41][O:42][C:37]=2[CH:36]=1.[NH4+].[Cl-].CCOC(C)=O.